This data is from TCR-epitope binding with 47,182 pairs between 192 epitopes and 23,139 TCRs. The task is: Binary Classification. Given a T-cell receptor sequence (or CDR3 region) and an epitope sequence, predict whether binding occurs between them. (1) The epitope is VTIAEILLI. The TCR CDR3 sequence is CASSSNQGATQYF. Result: 0 (the TCR does not bind to the epitope). (2) The epitope is KAFSPEVIPMF. The TCR CDR3 sequence is CASSIRTGNSPLHF. Result: 0 (the TCR does not bind to the epitope). (3) The epitope is KMKDLSPRW. The TCR CDR3 sequence is CASTPADKFYEQYF. Result: 1 (the TCR binds to the epitope).